Dataset: Reaction yield outcomes from USPTO patents with 853,638 reactions. Task: Predict the reaction yield, written as a fraction of the theoretical maximum amount of product (1.0 means a 100% yield; for example, 0.34 means a 34% yield). (1) The reactants are [CH2:1]([O:4][C:5]1([CH3:32])[CH2:10][CH2:9][N:8]([C:11]2[N:16]3[CH:17]=[C:18]([NH2:20])[N:19]=[C:15]3[CH:14]=[C:13]([CH3:21])[C:12]=2[C@H:22]([O:27][C:28]([CH3:31])([CH3:30])[CH3:29])[C:23]([O:25]C)=[O:24])[CH2:7][CH2:6]1)[CH:2]=[CH2:3].[F:33][C:34]1[CH:39]=[CH:38][C:37]([CH2:40][S:41](Cl)(=[O:43])=[O:42])=[CH:36][CH:35]=1.O.CO. The catalyst is C1COCC1. The product is [CH2:1]([O:4][C:5]1([CH3:32])[CH2:6][CH2:7][N:8]([C:11]2[N:16]3[CH:17]=[C:18]([NH:20][S:41]([CH2:40][C:37]4[CH:38]=[CH:39][C:34]([F:33])=[CH:35][CH:36]=4)(=[O:42])=[O:43])[N:19]=[C:15]3[CH:14]=[C:13]([CH3:21])[C:12]=2[C@H:22]([O:27][C:28]([CH3:29])([CH3:31])[CH3:30])[C:23]([OH:25])=[O:24])[CH2:9][CH2:10]1)[CH:2]=[CH2:3]. The yield is 1.00. (2) The reactants are [C:1]1([N:7]2[C:11]([C:12]([F:15])([F:14])[F:13])=[CH:10][C:9]([NH2:16])=[N:8]2)[CH:6]=[CH:5][CH:4]=[CH:3][CH:2]=1.Cl[C:18]([O:20][C:21]1[CH:26]=[CH:25][CH:24]=[CH:23][CH:22]=1)=[O:19].C([O-])([O-])=O.[K+].[K+]. The catalyst is C1COCC1. The product is [C:1]1([N:7]2[C:11]([C:12]([F:15])([F:13])[F:14])=[CH:10][C:9]([NH:16][C:18](=[O:19])[O:20][C:21]3[CH:26]=[CH:25][CH:24]=[CH:23][CH:22]=3)=[N:8]2)[CH:2]=[CH:3][CH:4]=[CH:5][CH:6]=1. The yield is 0.790.